From a dataset of Catalyst prediction with 721,799 reactions and 888 catalyst types from USPTO. Predict which catalyst facilitates the given reaction. (1) Reactant: [NH2:1][C:2]1[CH:7]=[CH:6][N:5]=[C:4]([Cl:8])[N:3]=1.[H-].[Na+].[C:11](OC(=O)C)(=[O:13])[CH3:12]. Product: [Cl:8][C:4]1[N:3]=[C:2]([NH:1][C:11](=[O:13])[CH3:12])[CH:7]=[CH:6][N:5]=1. The catalyst class is: 3. (2) Reactant: [OH:1][B:2]1[C:6](=[CH:7][C:8]([NH:10][S:11]([C:14]2[CH:19]=[CH:18][C:17]([N+:20]([O-])=O)=[CH:16][C:15]=2[CH3:23])(=[O:13])=[O:12])=[CH2:9])[CH2:5][CH2:4][O:3]1.[CH3:24]O. Product: [NH2:20][C:17]1[CH:18]=[CH:19][C:14]([S:11]([NH:10][C:8]2[CH:9]=[CH:24][C:5]3[CH2:4][O:3][B:2]([OH:1])[C:6]=3[CH:7]=2)(=[O:13])=[O:12])=[C:15]([CH3:23])[CH:16]=1. The catalyst class is: 45. (3) Reactant: C([N:8]1[CH:12]=[CH:11][N:10]=[C:9]1[CH:13]1[C:18]2=[N:19][NH:20][C:21](=[O:26])[C:22]3[CH:23]=[CH:24][CH:25]=[C:16]([C:17]=32)[NH:15][CH:14]1[C:27]1[CH:32]=[CH:31][CH:30]=[CH:29][CH:28]=1)C1C=CC=CC=1. Product: [NH:10]1[CH:11]=[CH:12][N:8]=[C:9]1[CH:13]1[C:18]2=[N:19][NH:20][C:21](=[O:26])[C:22]3[CH:23]=[CH:24][CH:25]=[C:16]([C:17]=32)[NH:15][CH:14]1[C:27]1[CH:32]=[CH:31][CH:30]=[CH:29][CH:28]=1. The catalyst class is: 563.